Dataset: Forward reaction prediction with 1.9M reactions from USPTO patents (1976-2016). Task: Predict the product of the given reaction. (1) Given the reactants [CH:1]([CH:3]1[CH2:8][CH2:7][CH2:6][CH2:5][CH2:4]1)=[CH2:2].C(=O)([O-])[O-].[Cs+].[Cs+].[C:15]([NH:23][C:24]1[CH:36]=[C:35](Br)[CH:34]=[CH:33][C:25]=1[C:26]([O:28]C(C)(C)C)=[O:27])(=[O:22])[C:16]1[CH:21]=[CH:20][CH:19]=[CH:18][CH:17]=1.C(O)(=O)CC(CC(O)=O)(C(O)=O)O, predict the reaction product. The product is: [C:15]([NH:23][C:24]1[CH:36]=[C:35](/[CH:2]=[CH:1]/[CH:3]2[CH2:8][CH2:7][CH2:6][CH2:5][CH2:4]2)[CH:34]=[CH:33][C:25]=1[C:26]([OH:28])=[O:27])(=[O:22])[C:16]1[CH:17]=[CH:18][CH:19]=[CH:20][CH:21]=1. (2) The product is: [ClH:66].[NH2:56][CH2:55][C@H:52]1[CH2:51][CH2:50][C@H:49]([C:47]([NH:46][C@H:31]([C:32](=[O:45])[NH:33][C:34]2[CH:35]=[CH:36][C:37]([C:40]3[NH:44][N:43]=[N:42][N:41]=3)=[CH:38][CH:39]=2)[CH2:30][C:27]2[CH:28]=[CH:29][C:24]([C:21]3[CH:22]=[CH:23][C:18]([C:16]([NH:15][CH:12]4[CH2:11][CH2:10][CH:9]([N:8]([CH2:1][C:2]5[CH:7]=[CH:6][CH:5]=[CH:4][CH:3]=5)[CH3:65])[CH2:14][CH2:13]4)=[O:17])=[CH:19][C:20]=3[CH3:64])=[CH:25][CH:26]=2)=[O:48])[CH2:54][CH2:53]1. Given the reactants [CH2:1]([N:8]([CH3:65])[CH:9]1[CH2:14][CH2:13][CH:12]([NH:15][C:16]([C:18]2[CH:23]=[CH:22][C:21]([C:24]3[CH:29]=[CH:28][C:27]([CH2:30][C@H:31]([NH:46][C:47]([C@H:49]4[CH2:54][CH2:53][C@H:52]([CH2:55][NH:56]C(=O)OC(C)(C)C)[CH2:51][CH2:50]4)=[O:48])[C:32](=[O:45])[NH:33][C:34]4[CH:39]=[CH:38][C:37]([C:40]5[NH:44][N:43]=[N:42][N:41]=5)=[CH:36][CH:35]=4)=[CH:26][CH:25]=3)=[C:20]([CH3:64])[CH:19]=2)=[O:17])[CH2:11][CH2:10]1)[C:2]1[CH:7]=[CH:6][CH:5]=[CH:4][CH:3]=1.[ClH:66], predict the reaction product. (3) Given the reactants [Cl:1][C:2]1[C:10]2[CH2:11][CH2:12][N:13](C)[CH2:14][CH2:15][N:8]3[C:9]=2[C:5]([C:6]2[CH2:21][CH2:20][CH2:19][CH2:18][CH2:17][C:7]=23)=[CH:4][CH:3]=1.ClC(OC(Cl)C)=O, predict the reaction product. The product is: [Cl:1][C:2]1[C:10]2[CH2:11][CH2:12][NH:13][CH2:14][CH2:15][N:8]3[C:9]=2[C:5]([C:6]2[CH2:21][CH2:20][CH2:19][CH2:18][CH2:17][C:7]=23)=[CH:4][CH:3]=1. (4) Given the reactants [CH3:1][CH:2]([N:4]1[C:8]([C:9]2[CH2:14][CH2:13][CH2:12][CH2:11][C:10]=2[CH2:15][OH:16])=[CH:7][CH:6]=[N:5]1)[CH3:3].[OH:17][C:18]1[CH:25]=[CH:24][CH:23]=[C:22](O)[C:19]=1[CH:20]=[O:21].C1(P(C2C=CC=CC=2)C2C=CC=CC=2)C=CC=CC=1.CC(OC(/N=N/C(OC(C)C)=O)=O)C, predict the reaction product. The product is: [OH:17][C:18]1[CH:25]=[CH:24][CH:23]=[C:22]([O:16][CH2:15][C:10]2[CH2:11][CH2:12][CH2:13][CH2:14][C:9]=2[C:8]2[N:4]([CH:2]([CH3:1])[CH3:3])[N:5]=[CH:6][CH:7]=2)[C:19]=1[CH:20]=[O:21]. (5) Given the reactants [OH:1][C:2]12[CH2:12][C:6]3([CH3:13])[CH2:7][C:8]([CH3:11])([CH2:10][C:4]([C:14]45[CH2:24][C:18]6([CH3:25])[CH2:19][C:20]([CH3:23])([CH2:22][C:16]([OH:26])([CH2:17]6)[CH2:15]4)[CH2:21]5)([CH2:5]3)[CH2:3]1)[CH2:9]2.Br[CH2:28][C:29]#[CH:30].[OH-].[Na+].O1C[CH2:36][CH2:35][CH2:34]1, predict the reaction product. The product is: [CH3:11][C:8]12[CH2:9][C:2]3([O:1][CH2:28][C:29]#[CH:30])[CH2:12][C:6]([CH3:13])([CH2:5][C:4]([C:14]45[CH2:21][C:20]6([CH3:23])[CH2:22][C:16]([O:26][CH2:36][C:35]#[CH:34])([CH2:17][C:18]([CH3:25])([CH2:19]6)[CH2:24]4)[CH2:15]5)([CH2:3]3)[CH2:10]1)[CH2:7]2.